Predict which catalyst facilitates the given reaction. From a dataset of Catalyst prediction with 721,799 reactions and 888 catalyst types from USPTO. Reactant: [Cl:1][C:2]1[CH:7]=[CH:6][CH:5]=[C:4]([Cl:8])[C:3]=1[C:9]1[NH:10][C:11]2[CH:17]=[C:16]([C:18]([OH:20])=O)[CH:15]=[CH:14][C:12]=2[N:13]=1.[CH3:21][NH:22][C:23]1[CH:28]=[CH:27][CH:26]=[C:25]([Cl:29])[CH:24]=1.F[P-](F)(F)(F)(F)F.N1(O[P+](N(C)C)(N(C)C)N(C)C)C2C=CC=CC=2N=N1.CCN(C(C)C)C(C)C.[OH-].[Na+]. Product: [Cl:29][C:25]1[CH:24]=[C:23]([N:22]([CH3:21])[C:18]([C:16]2[CH:15]=[CH:14][C:12]3[N:13]=[C:9]([C:3]4[C:2]([Cl:1])=[CH:7][CH:6]=[CH:5][C:4]=4[Cl:8])[NH:10][C:11]=3[CH:17]=2)=[O:20])[CH:28]=[CH:27][CH:26]=1. The catalyst class is: 3.